Dataset: Catalyst prediction with 721,799 reactions and 888 catalyst types from USPTO. Task: Predict which catalyst facilitates the given reaction. (1) Reactant: C(=O)([O-])O.[Na+].Cl.[NH2:7][OH:8].[F:9][C:10]([F:26])([F:25])[C:11]1[CH:12]=[C:13]([C:17]2[CH:22]=[CH:21][N:20]=[C:19]([C:23]#[N:24])[CH:18]=2)[CH:14]=[CH:15][CH:16]=1. Product: [F:26][C:10]([F:25])([F:9])[C:11]1[CH:12]=[C:13]([C:17]2[CH:22]=[CH:21][N:20]=[C:19]([C:23](=[N:7][OH:8])[NH2:24])[CH:18]=2)[CH:14]=[CH:15][CH:16]=1. The catalyst class is: 8. (2) Reactant: FC(F)(F)C(O)=O.[NH:8]([C:12]1[CH:38]=[CH:37][C:15]([C:16]([O:18][C:19]2[CH:20]=[C:21]([C:25]3[CH2:29][C@:28]([CH2:33][C:34]([OH:36])=[O:35])([C:30]([OH:32])=[O:31])[O:27][N:26]=3)[CH:22]=[CH:23][CH:24]=2)=[O:17])=[CH:14][CH:13]=1)[C:9]([NH2:11])=[NH:10].C(OCC)C. Product: [NH:8]([C:12]1[CH:13]=[CH:14][C:15]([C:16]([O:18][C:19]2[CH:20]=[C:21]([C:25]3[CH2:29][C@:28]([CH2:33][C:34]([OH:36])=[O:35])([C:30]([OH:32])=[O:31])[O:27][N:26]=3)[CH:22]=[CH:23][CH:24]=2)=[O:17])=[CH:37][CH:38]=1)[C:9]([NH2:11])=[NH:10]. The catalyst class is: 6. (3) Reactant: Cl.[Br:2][C:3]1[CH:4]=[C:5]([CH:9]([NH:14]S(C(C)(C)C)=O)[C:10]([F:13])([F:12])[F:11])[CH:6]=[N:7][CH:8]=1. Product: [Br:2][C:3]1[CH:4]=[C:5]([CH:9]([NH2:14])[C:10]([F:11])([F:12])[F:13])[CH:6]=[N:7][CH:8]=1. The catalyst class is: 5. (4) Reactant: [Br:1][C:2]1[CH:7]=[C:6]([Cl:8])[CH:5]=[CH:4][C:3]=1[NH:9][C:10]([C:12]1[N:16]([CH3:17])[CH:15]=[N:14][CH:13]=1)=[O:11].C(=O)([O-])[O-].[Cs+].[Cs+].[C:24]([NH:31][CH2:32][CH2:33][CH2:34]Br)([O:26][C:27]([CH3:30])([CH3:29])[CH3:28])=[O:25]. Product: [Br:1][C:2]1[CH:7]=[C:6]([Cl:8])[CH:5]=[CH:4][C:3]=1[N:9]([C:10]([C:12]1[N:16]([CH3:17])[CH:15]=[N:14][CH:13]=1)=[O:11])[CH2:34][CH2:33][CH2:32][NH:31][C:24](=[O:25])[O:26][C:27]([CH3:30])([CH3:29])[CH3:28]. The catalyst class is: 3. (5) Product: [Br:1][C:2]1[C:3]([F:8])=[C:4]([C:19](=[O:20])[C:18]([F:25])([F:24])[F:17])[CH:5]=[CH:6][CH:7]=1. Reactant: [Br:1][C:2]1[CH:7]=[CH:6][CH:5]=[CH:4][C:3]=1[F:8].C([N-]C(C)C)(C)C.[Li+].[F:17][C:18]([F:25])([F:24])[C:19](OCC)=[O:20].O. The catalyst class is: 7.